Dataset: Full USPTO retrosynthesis dataset with 1.9M reactions from patents (1976-2016). Task: Predict the reactants needed to synthesize the given product. (1) Given the product [CH:27]1([N:18]2[C:19]3[CH:24]=[C:23]([O:25][CH3:26])[N:22]=[CH:21][C:20]=3[C:16]([C:14]([N:11]3[CH2:12][CH2:13][NH:8][CH2:9][CH2:10]3)=[O:15])=[C:17]2[CH2:33][C:34]2[CH:39]=[CH:38][CH:37]=[C:36]([F:40])[C:35]=2[CH3:41])[CH2:28][CH2:29][CH2:30][CH2:31][CH2:32]1, predict the reactants needed to synthesize it. The reactants are: C(OC([N:8]1[CH2:13][CH2:12][N:11]([C:14]([C:16]2[C:20]3[CH:21]=[N:22][C:23]([O:25][CH3:26])=[CH:24][C:19]=3[N:18]([CH:27]3[CH2:32][CH2:31][CH2:30][CH2:29][CH2:28]3)[C:17]=2[CH2:33][C:34]2[CH:39]=[CH:38][CH:37]=[C:36]([F:40])[C:35]=2[CH3:41])=[O:15])[CH2:10][CH2:9]1)=O)(C)(C)C.Cl.Cl.Cl.C1(N2C3C=C(OC)N=CC=3C(C(N3CCNCC3)=O)=C2CC2C=CC=C(F)C=2C)CCCCC1. (2) Given the product [C:1]([C:5]1[CH:6]=[CH:7][C:8]([CH:11]2[N:17]([C:30]([NH:29][C:23]3[CH:24]=[CH:25][C:26]([F:28])=[CH:27][C:22]=3[F:21])=[O:31])[CH2:16][CH2:15][CH2:14][N:13]3[CH:18]=[CH:19][CH:20]=[C:12]23)=[CH:9][CH:10]=1)([CH3:4])([CH3:2])[CH3:3], predict the reactants needed to synthesize it. The reactants are: [C:1]([C:5]1[CH:10]=[CH:9][C:8]([CH:11]2[NH:17][CH2:16][CH2:15][CH2:14][N:13]3[CH:18]=[CH:19][CH:20]=[C:12]23)=[CH:7][CH:6]=1)([CH3:4])([CH3:3])[CH3:2].[F:21][C:22]1[CH:27]=[C:26]([F:28])[CH:25]=[CH:24][C:23]=1[N:29]=[C:30]=[O:31]. (3) Given the product [ClH:64].[CH3:22][C:23]1[CH:18]=[C:17]([O:16][C:15](=[O:26])[N:14]([CH3:42])[C@:4]([CH2:5][C:6]2[CH:7]=[CH:8][C:9]([OH:12])=[CH:10][CH:11]=2)([CH3:13])[C:1]([NH:41][CH2:36][CH2:37][CH:38]([CH3:40])[CH3:39])=[O:3])[CH:35]=[C:33]([CH3:34])[N:29]=1, predict the reactants needed to synthesize it. The reactants are: [C:1]([C@:4]([NH:14][C:15](=[O:26])[O:16][CH2:17][C:18]1[CH:23]=[C:22](C)N=C(C)C=1)([CH3:13])[CH2:5][C:6]1[CH:11]=[CH:10][C:9]([OH:12])=[CH:8][CH:7]=1)([OH:3])=O.CC[N:29]([CH:33]([CH3:35])[CH3:34])C(C)C.[CH2:36]([NH2:41])[CH2:37][CH:38]([CH3:40])[CH3:39].[CH3:42]N(C(ON1N=NC2C=CC=CC1=2)=[N+](C)C)C.[B-](F)(F)(F)F.[ClH:64].CCOCC. (4) Given the product [Cl:1][C:2]1[C:7]([NH:8][C:9]2[N:14]=[C:13]([N:15]([CH:25]3[CH2:27][CH2:26]3)[CH2:16][C:17]3[CH:18]=[CH:19][C:20]([O:23][CH3:24])=[CH:21][CH:22]=3)[C:12]3=[N:28][CH:29]=[C:30]([C:31]#[N:32])[N:11]3[N:10]=2)=[CH:6][C:5]([C:33]#[N:34])=[CH:4][C:3]=1[N:35]1[CH2:40][CH2:39][N:38]([CH2:53][CH:54]([F:56])[F:55])[CH:37]([C:41]([N:43]([CH3:44])[CH3:45])=[O:42])[CH2:36]1, predict the reactants needed to synthesize it. The reactants are: [Cl:1][C:2]1[C:7]([NH:8][C:9]2[N:14]=[C:13]([N:15]([CH:25]3[CH2:27][CH2:26]3)[CH2:16][C:17]3[CH:22]=[CH:21][C:20]([O:23][CH3:24])=[CH:19][CH:18]=3)[C:12]3=[N:28][CH:29]=[C:30]([C:31]#[N:32])[N:11]3[N:10]=2)=[CH:6][C:5]([C:33]#[N:34])=[CH:4][C:3]=1[N:35]1[CH2:40][CH2:39][NH:38][CH:37]([C:41]([N:43]([CH3:45])[CH3:44])=[O:42])[CH2:36]1.C([O-])([O-])=O.[Cs+].[Cs+].Br[CH2:53][CH:54]([F:56])[F:55]. (5) Given the product [F:33][C:34]([F:54])([F:53])[S:35]([O:32][C:15]1[CH:16]=[CH:17][C:18]([O:20][CH2:21][C:22]2[CH:31]=[CH:30][C:29]3[C:24](=[CH:25][CH:26]=[CH:27][CH:28]=3)[N:23]=2)=[CH:19][C:14]=1[C:6]1([C:8]2[CH:9]=[CH:10][CH:11]=[CH:12][CH:13]=2)[CH2:7][CH:4]([CH3:3])[CH2:5]1)(=[O:37])=[O:36], predict the reactants needed to synthesize it. The reactants are: [H-].[Na+].[CH3:3][CH:4]1[CH2:7][C:6]([C:14]2[CH:19]=[C:18]([O:20][CH2:21][C:22]3[CH:31]=[CH:30][C:29]4[C:24](=[CH:25][CH:26]=[CH:27][CH:28]=4)[N:23]=3)[CH:17]=[CH:16][C:15]=2[OH:32])([C:8]2[CH:13]=[CH:12][CH:11]=[CH:10][CH:9]=2)[CH2:5]1.[F:33][C:34]([F:54])([F:53])[S:35](N(C1C=CC(Cl)=CN=1)[S:35]([C:34]([F:54])([F:53])[F:33])(=[O:37])=[O:36])(=[O:37])=[O:36].O. (6) The reactants are: [NH2:1][C:2]1[CH:7]=[CH:6][CH:5]=[CH:4][N:3]=1.Cl[C:9](OC1C=CC([N+]([O-])=O)=CC=1)=[O:10].C(N(C(C)C)CC)(C)C.[Cl:30][C:31]1[CH:40]=[C:39]2[C:34]([C:35]([N:41]3[CH2:46][CH2:45][NH:44][CH2:43][CH2:42]3)=[CH:36][CH:37]=[N:38]2)=[CH:33][CH:32]=1. Given the product [Cl:30][C:31]1[CH:40]=[C:39]2[C:34]([C:35]([N:41]3[CH2:46][CH2:45][N:44]([C:9]([NH:1][C:2]4[CH:7]=[CH:6][CH:5]=[CH:4][N:3]=4)=[O:10])[CH2:43][CH2:42]3)=[CH:36][CH:37]=[N:38]2)=[CH:33][CH:32]=1, predict the reactants needed to synthesize it.